Dataset: Peptide-MHC class II binding affinity with 134,281 pairs from IEDB. Task: Regression. Given a peptide amino acid sequence and an MHC pseudo amino acid sequence, predict their binding affinity value. This is MHC class II binding data. (1) The peptide sequence is EKKYCAATQFEPLAA. The MHC is DRB1_1001 with pseudo-sequence DRB1_1001. The binding affinity (normalized) is 0.570. (2) The binding affinity (normalized) is 0.661. The peptide sequence is MLHHWIKVEYGNLSL. The MHC is DRB1_1301 with pseudo-sequence DRB1_1301. (3) The peptide sequence is LTHMMIWHSNLNDAT. The MHC is DRB1_1302 with pseudo-sequence DRB1_1302. The binding affinity (normalized) is 0.313. (4) The peptide sequence is ITDAVGNDMPGGYCL. The MHC is DRB1_1501 with pseudo-sequence DRB1_1501. The binding affinity (normalized) is 0.108. (5) The peptide sequence is GIFLSVAAGNEAENA. The MHC is DRB1_0901 with pseudo-sequence DRB1_0901. The binding affinity (normalized) is 0.627. (6) The peptide sequence is INEPTAAAIAPGLDR. The MHC is HLA-DQA10401-DQB10402 with pseudo-sequence HLA-DQA10401-DQB10402. The binding affinity (normalized) is 0.561. (7) The peptide sequence is AEKFKEDVINDFVSS. The MHC is DRB1_0401 with pseudo-sequence DRB1_0401. The binding affinity (normalized) is 0.0719.